The task is: Predict the reactants needed to synthesize the given product.. This data is from Full USPTO retrosynthesis dataset with 1.9M reactions from patents (1976-2016). (1) Given the product [Cl:1][C:2]1[CH:7]=[CH:6][C:5]([CH:8]=[O:13])=[CH:4][C:3]=1[O:9][CH3:10], predict the reactants needed to synthesize it. The reactants are: [Cl:1][C:2]1[CH:7]=[CH:6][C:5]([CH3:8])=[CH:4][C:3]=1[O:9][CH3:10].CC(O)=[O:13].O. (2) Given the product [Si:1]([O:18][CH:19]1[CH2:22][N:21]([C:23]2[S:24][CH:25]=[C:26]([C:28]([N:37]3[CH2:38][CH2:39][N:34]([CH3:33])[CH2:35][CH2:36]3)=[O:29])[N:27]=2)[CH2:20]1)([C:14]([CH3:15])([CH3:17])[CH3:16])([C:8]1[CH:13]=[CH:12][CH:11]=[CH:10][CH:9]=1)[C:2]1[CH:7]=[CH:6][CH:5]=[CH:4][CH:3]=1, predict the reactants needed to synthesize it. The reactants are: [Si:1]([O:18][CH:19]1[CH2:22][N:21]([C:23]2[S:24][CH:25]=[C:26]([C:28](OCC)=[O:29])[N:27]=2)[CH2:20]1)([C:14]([CH3:17])([CH3:16])[CH3:15])([C:8]1[CH:13]=[CH:12][CH:11]=[CH:10][CH:9]=1)[C:2]1[CH:7]=[CH:6][CH:5]=[CH:4][CH:3]=1.[CH3:33][N:34]1[CH2:39][CH2:38][NH:37][CH2:36][CH2:35]1.C[Al](C)C.C(O)(=O)C.C(OCC)(=O)C. (3) Given the product [CH3:5][N:6]1[S:12][C:10](=[O:11])[N:9]([CH2:13][C:14]2[CH:19]=[CH:18][CH:17]=[CH:16][CH:15]=2)[C:7]1=[O:8].[C:13]1(=[O:2])[NH:9][C:10](=[O:11])[CH:19]=[CH:14]1, predict the reactants needed to synthesize it. The reactants are: B(O)(O)[OH:2].[CH3:5][N:6]1[S:12][C:10](=[O:11])[N:9]([CH2:13][C:14]2[CH:19]=[CH:18][CH:17]=[CH:16][CH:15]=2)[C:7]1=[O:8]. (4) Given the product [C:1]([O:5][C:6](=[O:7])[NH:8][C@H:9]([C:10](=[O:11])[NH2:16])[CH2:13][CH3:14])([CH3:4])([CH3:3])[CH3:2], predict the reactants needed to synthesize it. The reactants are: [C:1]([O:5][C:6]([NH:8][C@@H:9]([CH2:13][CH3:14])[C:10](O)=[O:11])=[O:7])([CH3:4])([CH3:3])[CH3:2].C[N:16]1CCOCC1.ClC(OCC(C)C)=O.[NH4+].[OH-]. (5) Given the product [CH3:32][C:37]1[C:36]2[CH:35]=[CH:34][C:78]([NH:77][C:79]([C@@H:51]([NH:53][C:8]([C@@H:6]([NH:5][C:3]([CH2:2][NH:1][C:11]([CH3:13])=[O:12])=[O:4])[CH3:7])=[O:9])[CH2:50][CH2:49][CH2:48][CH2:47][NH:73][C:68]([CH3:67])=[O:75])=[O:80])=[CH:60][C:61]=2[O:62][C:63](=[O:57])[CH:64]=1, predict the reactants needed to synthesize it. The reactants are: [NH:1]([C:11]([CH3:13])=[O:12])[CH2:2][C:3]([NH:5][C@H:6]([C:8](O)=[O:9])[CH3:7])=[O:4].C1CN([P+](ON2N=NC3[CH:34]=[CH:35][CH:36]=[CH:37][C:32]2=3)(N2CCCC2)N2CCCC2)CC1.F[P-](F)(F)(F)(F)F.[CH:47]1[CH:48]=[CH:49][C:50]2N(O)N=[N:53][C:51]=2C=1.[OH2:57].CN1[CH2:64][CH2:63][O:62][CH2:61][CH2:60]1.C1C=[CH:67][C:68]2[N:73](O)N=NC=2C=1.[OH2:75].C[N:77]([CH:79]=[O:80])[CH3:78].